Dataset: Full USPTO retrosynthesis dataset with 1.9M reactions from patents (1976-2016). Task: Predict the reactants needed to synthesize the given product. (1) Given the product [CH:32]([NH:45][C:22](=[O:24])[C:21]1[CH:20]=[CH:19][C:18]([C:16]2[CH:15]=[N:14][C:10]3[NH:11][CH2:12][CH2:13][N:8]([CH2:7][C:6]4[CH:27]=[C:2]([Cl:1])[CH:3]=[CH:4][C:5]=4[C:28]([F:31])([F:29])[F:30])[C:9]=3[CH:17]=2)=[CH:26][CH:25]=1)([C:39]1[CH:40]=[CH:41][CH:42]=[CH:43][CH:44]=1)[C:33]1[CH:38]=[CH:37][CH:36]=[CH:35][CH:34]=1, predict the reactants needed to synthesize it. The reactants are: [Cl:1][C:2]1[CH:3]=[CH:4][C:5]([C:28]([F:31])([F:30])[F:29])=[C:6]([CH:27]=1)[CH2:7][N:8]1[CH2:13][CH2:12][NH:11][C:10]2[N:14]=[CH:15][C:16]([C:18]3[CH:26]=[CH:25][C:21]([C:22]([OH:24])=O)=[CH:20][CH:19]=3)=[CH:17][C:9]1=2.[CH:32]([NH2:45])([C:39]1[CH:44]=[CH:43][CH:42]=[CH:41][CH:40]=1)[C:33]1[CH:38]=[CH:37][CH:36]=[CH:35][CH:34]=1. (2) Given the product [ClH:36].[C:1]([C:3]1[CH:8]=[CH:7][CH:6]=[CH:5][C:4]=1[S:9]([N:12]1[CH2:18][CH2:17][CH2:16][C:15]([NH:20][C:21](=[O:22])[C@H:23]([CH2:24][CH:25]([CH3:26])[CH3:27])[NH2:28])([CH3:19])[CH2:14][CH2:13]1)(=[O:11])=[O:10])#[N:2], predict the reactants needed to synthesize it. The reactants are: [C:1]([C:3]1[CH:8]=[CH:7][CH:6]=[CH:5][C:4]=1[S:9]([N:12]1[CH2:18][CH2:17][CH2:16][C:15]([NH:20][C:21]([C@@H:23]([NH:28]C(=O)OC(C)(C)C)[CH2:24][CH:25]([CH3:27])[CH3:26])=[O:22])([CH3:19])[CH2:14][CH2:13]1)(=[O:11])=[O:10])#[N:2].[ClH:36]. (3) Given the product [NH2:12][C:9]1[CH:10]=[CH:11][C:2]([Cl:1])=[C:3]([CH:8]=1)[CH2:4][N:5]([CH3:6])[CH3:7], predict the reactants needed to synthesize it. The reactants are: [Cl:1][C:2]1[CH:11]=[CH:10][C:9]([N+:12]([O-])=O)=[CH:8][C:3]=1[CH2:4][N:5]([CH3:7])[CH3:6].[Cl-].[Ca+2].[Cl-]. (4) Given the product [Br:24][C:25]1[C:26]([C:30]([OH:32])=[O:31])=[C:27]([C:36](=[O:37])[C:38]2[CH:43]=[CH:42][N:41]=[CH:40][CH:39]=2)[S:28][CH:29]=1, predict the reactants needed to synthesize it. The reactants are: C(NC(C)C)(C)C.[Li]CCCC.CN(P(N(C)C)(N(C)C)=O)C.[Br:24][C:25]1[C:26]([C:30]([OH:32])=[O:31])=[CH:27][S:28][CH:29]=1.CON(C)[C:36]([C:38]1[CH:43]=[CH:42][N:41]=[CH:40][CH:39]=1)=[O:37]. (5) Given the product [OH:35][C:36]1[C:37]([S:48]([CH3:50])=[O:49])=[C:38]([CH:45]=[CH:46][CH:47]=1)[O:39][CH2:40][CH2:41][CH2:42][CH2:43][NH:44][C:25](=[O:27])[CH2:24][CH2:23][C:11]1[CH:12]=[CH:13][C:14]([N:15]2[CH2:19][C:18](=[O:20])[NH:17][S:16]2(=[O:21])=[O:22])=[C:9]([OH:8])[CH:10]=1, predict the reactants needed to synthesize it. The reactants are: C([O:8][C:9]1[CH:10]=[C:11](/[CH:23]=[CH:24]/[C:25]([OH:27])=O)[CH:12]=[CH:13][C:14]=1[N:15]1[CH2:19][C:18](=[O:20])[NH:17][S:16]1(=[O:22])=[O:21])C1C=CC=CC=1.C([O:35][C:36]1[C:37]([S:48]([CH3:50])=[O:49])=[C:38]([CH:45]=[CH:46][CH:47]=1)[O:39][CH2:40][CH2:41][CH2:42][CH2:43][NH2:44])C1C=CC=CC=1. (6) Given the product [CH2:13]([O:16][C:4]1[CH:9]=[CH:8][C:7]([N+:10]([O-:12])=[O:11])=[CH:6][CH:5]=1)[CH2:14][CH3:15], predict the reactants needed to synthesize it. The reactants are: [F-].[Cs+].F[C:4]1[CH:9]=[CH:8][C:7]([N+:10]([O-:12])=[O:11])=[CH:6][CH:5]=1.[CH2:13]([O:16][Si](C)(C)C)[CH2:14][CH3:15].O.